From a dataset of NCI-60 drug combinations with 297,098 pairs across 59 cell lines. Regression. Given two drug SMILES strings and cell line genomic features, predict the synergy score measuring deviation from expected non-interaction effect. Drug 1: CN(C)N=NC1=C(NC=N1)C(=O)N. Drug 2: CC1C(C(CC(O1)OC2CC(CC3=C2C(=C4C(=C3O)C(=O)C5=CC=CC=C5C4=O)O)(C(=O)C)O)N)O. Cell line: SW-620. Synergy scores: CSS=42.6, Synergy_ZIP=-8.55, Synergy_Bliss=-8.22, Synergy_Loewe=-11.5, Synergy_HSA=-3.30.